From a dataset of Reaction yield outcomes from USPTO patents with 853,638 reactions. Predict the reaction yield, written as a fraction of the theoretical maximum amount of product (1.0 means a 100% yield; for example, 0.34 means a 34% yield). (1) The product is [CH3:20][O:19][CH2:18][O:17][C:14]1[CH:15]=[CH:16][C:11](/[C:2](=[C:3](\[C:21]2[CH:26]=[CH:25][CH:24]=[CH:23][CH:22]=2)/[CH2:4][CH3:5])/[C:1]([O:7][CH2:8][CH3:9])=[O:6])=[CH:12][CH:13]=1. The catalyst is CN(C=O)C.O.C1C=CC(C#N)=CC=1.C1C=CC(C#N)=CC=1.Cl[Pd]Cl. The yield is 0.290. The reactants are [C:1]([O:7][CH2:8][CH3:9])(=[O:6])[C:2]#[C:3][CH2:4][CH3:5].I[C:11]1[CH:16]=[CH:15][C:14]([O:17][CH2:18][O:19][CH3:20])=[CH:13][CH:12]=1.[C:21]1(B(O)O)[CH:26]=[CH:25][CH:24]=[CH:23][CH:22]=1.C([O-])([O-])=O.[K+].[K+]. (2) The reactants are [F:1][C:2]1([F:30])[CH2:7][CH2:6][N:5]([C:8]([C:10]2[NH:11][C:12]3[C:17]([CH:18]=2)=[CH:16][C:15]([C:19]([N:21]2[CH2:26][CH2:25][N:24]([CH:27]([CH3:29])[CH3:28])[CH2:23][CH2:22]2)=[O:20])=[CH:14][CH:13]=3)=[O:9])[CH2:4][CH2:3]1.[Cl:31][C:32]1[CH:33]=[C:34](B(O)O)[CH:35]=[CH:36][CH:37]=1.N1C=CC=CC=1. The catalyst is ClCCl.C([O-])(=O)C.[Cu+2].C([O-])(=O)C. The product is [Cl:31][C:32]1[CH:37]=[C:36]([N:11]2[C:12]3[C:17](=[CH:16][C:15]([C:19]([N:21]4[CH2:22][CH2:23][N:24]([CH:27]([CH3:28])[CH3:29])[CH2:25][CH2:26]4)=[O:20])=[CH:14][CH:13]=3)[CH:18]=[C:10]2[C:8]([N:5]2[CH2:6][CH2:7][C:2]([F:1])([F:30])[CH2:3][CH2:4]2)=[O:9])[CH:35]=[CH:34][CH:33]=1. The yield is 0.370. (3) The yield is 0.570. The catalyst is S(=O)(=O)(O)O. The reactants are [NH:1]1[C:9]2[C:4](=[CH:5][CH:6]=[CH:7][CH:8]=2)[CH:3]=[C:2]1[C:10]([CH3:17])([CH3:16])[C:11]([O:13][CH2:14][CH3:15])=[O:12].[N+:18]([O-])([O-:20])=[O:19].[Na+]. The product is [CH3:17][C:10]([C:2]1[NH:1][C:9]2[C:4]([CH:3]=1)=[CH:5][C:6]([N+:18]([O-:20])=[O:19])=[CH:7][CH:8]=2)([CH3:16])[C:11]([O:13][CH2:14][CH3:15])=[O:12]. (4) The reactants are [O:1]=[C:2]1[CH:7]2[CH2:8][CH:4]([CH2:5][CH:6]2[C:9]([OH:11])=O)[O:3]1.[NH2:12][CH:13]([C:28]([CH3:31])([CH3:30])[CH3:29])[C:14]([NH:16][CH:17]([CH:22]1[CH2:27][CH2:26][CH2:25][CH2:24][CH2:23]1)[C:18](=[O:21])[NH:19][CH3:20])=[O:15].CCN(C(C)C)C(C)C.CN(C(ON1N=NC2C=CC=NC1=2)=[N+](C)C)C.F[P-](F)(F)(F)(F)F. The catalyst is CN(C=O)C. The product is [CH:22]1([C@H:17]([NH:16][C:14]([C@@H:13]([NH:12][C:9]([C@@H:6]2[CH2:5][C@@H:4]3[CH2:8][C@H:7]2[C:2](=[O:1])[O:3]3)=[O:11])[C:28]([CH3:30])([CH3:29])[CH3:31])=[O:15])[C:18]([NH:19][CH3:20])=[O:21])[CH2:23][CH2:24][CH2:25][CH2:26][CH2:27]1. The yield is 0.920. (5) The product is [CH3:39][N:40]([CH3:56])[C:41](=[O:55])[CH2:42][N:43]([CH3:54])[C:44]1[C:52]2[C:47](=[CH:48][CH:49]=[C:50]([NH:53][C:15](=[O:17])[CH2:14][C:11]3[CH:10]=[CH:9][C:8]([O:1][CH2:2][C:7]4[CH:6]=[CH:5][CH:4]=[CH:3][CH:18]=4)=[CH:13][CH:12]=3)[CH:51]=2)[NH:46][N:45]=1. The reactants are [O:1]([C:8]1[CH:13]=[CH:12][C:11]([CH2:14][C:15]([OH:17])=O)=[CH:10][CH:9]=1)[C:2]1[CH:7]=[CH:6][CH:5]=[CH:4][CH:3]=1.[CH2:18](Cl)CCl.C1C=CC2N(O)N=NC=2C=1.CCN(CC)CC.[CH3:39][N:40]([CH3:56])[C:41](=[O:55])[CH2:42][N:43]([CH3:54])[C:44]1[C:52]2[C:47](=[CH:48][CH:49]=[C:50]([NH2:53])[CH:51]=2)[NH:46][N:45]=1. The yield is 0.553. The catalyst is CN(C=O)C.C(OCC)(=O)C. (6) The reactants are C[O:2][C:3](=O)[C:4]1[CH:9]=[CH:8][C:7]([O:10][CH3:11])=[CH:6][C:5]=1[O:12][CH3:13].[NH2:15][NH2:16]. The catalyst is CO. The product is [CH3:13][O:12][C:5]1[CH:6]=[C:7]([O:10][CH3:11])[CH:8]=[CH:9][C:4]=1[C:3]([NH:15][NH2:16])=[O:2]. The yield is 0.780.